Dataset: Full USPTO retrosynthesis dataset with 1.9M reactions from patents (1976-2016). Task: Predict the reactants needed to synthesize the given product. (1) Given the product [C:2]([C:7]1[N:8]=[C:9]([CH2:12][N:13]2[CH:17]=[C:16]([NH:18][C:29](=[O:30])/[CH:28]=[CH:27]/[C:24]3[CH:23]=[CH:22][C:21]([C:20]([F:32])([F:33])[F:19])=[CH:26][CH:25]=3)[CH:15]=[N:14]2)[S:10][CH:11]=1)(=[O:6])[CH3:1], predict the reactants needed to synthesize it. The reactants are: [CH3:1][C:2]1([C:7]2[N:8]=[C:9]([CH2:12][N:13]3[CH:17]=[C:16]([NH2:18])[CH:15]=[N:14]3)[S:10][CH:11]=2)[O:6]CCO1.[F:19][C:20]([F:33])([F:32])[C:21]1[CH:26]=[CH:25][C:24](/[CH:27]=[CH:28]/[C:29](O)=[O:30])=[CH:23][CH:22]=1. (2) The reactants are: Cl[C:2]1[CH:3]=[CH:4][C:5]2[N:6]([CH:8]=[CH:9][N:10]=2)[N:7]=1.[Cl:11][C:12]1[CH:13]=[C:14]([CH:17]=[CH:18][C:19]=1[Cl:20])[CH2:15][NH2:16]. Given the product [Cl:11][C:12]1[CH:13]=[C:14]([CH:17]=[CH:18][C:19]=1[Cl:20])[CH2:15][NH:16][C:2]1[CH:3]=[CH:4][C:5]2[N:6]([CH:8]=[CH:9][N:10]=2)[N:7]=1, predict the reactants needed to synthesize it. (3) Given the product [Cl:1][C:2]1[CH:3]=[CH:4][C:5]([C:8]([NH:13][CH3:12])=[O:10])=[N:6][CH:7]=1, predict the reactants needed to synthesize it. The reactants are: [Cl:1][C:2]1[CH:3]=[CH:4][C:5]([C:8]([OH:10])=O)=[N:6][CH:7]=1.C1N=C[N:13](C(N2C=NC=C2)=O)[CH:12]=1.CN.C1COCC1. (4) Given the product [CH3:18][C:19]1([CH3:44])[CH2:28][CH2:27][C:26]([CH3:29])([CH3:30])[C:25]2[CH:24]=[C:23]([C:31]3[N:36]=[C:35]([N:37]4[CH2:42][CH2:41][CH:40]([NH:1][C@@H:2]5[CH2:6][CH2:5][C@@H:4]([OH:7])[C@H:3]5[OH:8])[CH2:39][CH2:38]4)[CH:34]=[CH:33][CH:32]=3)[CH:22]=[CH:21][C:20]1=2, predict the reactants needed to synthesize it. The reactants are: [NH2:1][C@@H:2]1[CH2:6][CH2:5][C@@H:4]([OH:7])[C@H:3]1[OH:8].CCN(C(C)C)C(C)C.[CH3:18][C:19]1([CH3:44])[CH2:28][CH2:27][C:26]([CH3:30])([CH3:29])[C:25]2[CH:24]=[C:23]([C:31]3[N:36]=[C:35]([N:37]4[CH2:42][CH2:41][C:40](=O)[CH2:39][CH2:38]4)[CH:34]=[CH:33][CH:32]=3)[CH:22]=[CH:21][C:20]1=2.C(O)(=O)C.C(O[BH-](OC(=O)C)OC(=O)C)(=O)C.[Na+].C(=O)([O-])O.[Na+]. (5) Given the product [F:26][C:15]1([F:14])[C:23]2[C:22]([CH:5]=[O:11])=[C:21]([F:24])[CH:20]=[CH:19][C:18]=2[NH:17][C:16]1=[O:25], predict the reactants needed to synthesize it. The reactants are: BrC1C=CC=C2C=1C(F)(F)[C:5](=[O:11])N2.[F:14][C:15]1([F:26])[C:23]2[C:18](=[CH:19][CH:20]=[C:21]([F:24])[CH:22]=2)[NH:17][C:16]1=[O:25].FC(F)(F)C(OCC)=O.